From a dataset of Reaction yield outcomes from USPTO patents with 853,638 reactions. Predict the reaction yield, written as a fraction of the theoretical maximum amount of product (1.0 means a 100% yield; for example, 0.34 means a 34% yield). (1) The reactants are I[C:2]1[C:10]2[C:5](=[N:6][CH:7]=[C:8]([C:24]3[CH:29]=[CH:28][CH:27]=[CH:26][CH:25]=3)[C:9]=2[N:11]2[CH2:16][CH2:15][N:14]([C:17]([O:19][C:20]([CH3:23])([CH3:22])[CH3:21])=[O:18])[CH2:13][CH2:12]2)[N:4]([CH2:30][C:31]2[CH:36]=[CH:35][C:34]([O:37][CH3:38])=[CH:33][CH:32]=2)[N:3]=1.N1C2C(=CC=C3C=2N=CC=C3)C=CC=1.[CH3:53][OH:54].[F-].[K+]. The catalyst is C1(C)C=CC=CC=1.C(OCC)(=O)C. The product is [CH3:53][O:54][C:2]1[C:10]2[C:5](=[N:6][CH:7]=[C:8]([C:24]3[CH:29]=[CH:28][CH:27]=[CH:26][CH:25]=3)[C:9]=2[N:11]2[CH2:16][CH2:15][N:14]([C:17]([O:19][C:20]([CH3:23])([CH3:22])[CH3:21])=[O:18])[CH2:13][CH2:12]2)[N:4]([CH2:30][C:31]2[CH:36]=[CH:35][C:34]([O:37][CH3:38])=[CH:33][CH:32]=2)[N:3]=1. The yield is 0.960. (2) The reactants are [C:1]1([Mg]Br)[CH:6]=[CH:5][CH:4]=[CH:3][CH:2]=1.[CH:9](=[O:13])/[CH:10]=[CH:11]/[CH3:12].[Cl-].[NH4+]. The catalyst is O1CCCC1.CCOCC. The product is [C:1]1([CH:9]([OH:13])[CH:10]=[CH:11][CH3:12])[CH:6]=[CH:5][CH:4]=[CH:3][CH:2]=1. The yield is 0.999. (3) The reactants are [Cl:1][C:2]1[CH:7]=[CH:6][C:5]([N:8]2[CH2:13][CH2:12][N:11]([CH2:14][C:15]3[CH:28]=[C:27]4[C:18]([N:19]5[CH:24]([C:25](=[O:29])[NH:26]4)[CH2:23][NH:22][CH2:21][CH2:20]5)=[N:17][CH:16]=3)[CH2:10][CH2:9]2)=[CH:4][CH:3]=1.[C:30](=O)([O-])[O-].[K+].[K+].CI. The catalyst is CN(C=O)C. The product is [Cl:1][C:2]1[CH:7]=[CH:6][C:5]([N:8]2[CH2:9][CH2:10][N:11]([CH2:14][C:15]3[CH:28]=[C:27]4[C:18]([N:19]5[CH:24]([C:25](=[O:29])[NH:26]4)[CH2:23][N:22]([CH3:30])[CH2:21][CH2:20]5)=[N:17][CH:16]=3)[CH2:12][CH2:13]2)=[CH:4][CH:3]=1. The yield is 0.0320. (4) The reactants are [O:1]1[C:5]2[CH:6]=[CH:7][C:8]([CH2:10][C:11]#[N:12])=[CH:9][C:4]=2[O:3]C1.B(Br)(Br)Br.O. The catalyst is C(Cl)Cl. The product is [OH:3][C:4]1[CH:9]=[C:8]([CH2:10][C:11]#[N:12])[CH:7]=[CH:6][C:5]=1[OH:1]. The yield is 0.540. (5) The reactants are [Cl-].O[NH3+:3].[C:4](=[O:7])([O-])[OH:5].[Na+].CS(C)=O.[CH2:13]([C:17]1[N:18]=[C:19]([CH3:39])[NH:20][C:21](=[O:38])[C:22]=1[CH2:23][C:24]1[CH:29]=[CH:28][C:27]([C:30]2[C:31]([C:36]#[N:37])=[CH:32][CH:33]=[CH:34][CH:35]=2)=[CH:26][CH:25]=1)[CH2:14][CH2:15][CH3:16]. The catalyst is O.C(OCC)(=O)C. The product is [CH2:13]([C:17]1[N:18]=[C:19]([CH3:39])[NH:20][C:21](=[O:38])[C:22]=1[CH2:23][C:24]1[CH:29]=[CH:28][C:27]([C:30]2[CH:35]=[CH:34][CH:33]=[CH:32][C:31]=2[C:36]2[NH:3][C:4](=[O:7])[O:5][N:37]=2)=[CH:26][CH:25]=1)[CH2:14][CH2:15][CH3:16]. The yield is 0.310.